Dataset: Forward reaction prediction with 1.9M reactions from USPTO patents (1976-2016). Task: Predict the product of the given reaction. (1) Given the reactants [Br:1][C:2]1[C:10]2[S:9][CH2:8][C:7](=[O:11])[C:6]=2[CH:5]=[CH:4][CH:3]=1.[F:12][C:13]([F:23])([F:22])[C:14]1[CH:15]=[C:16]([CH:19]=[CH:20][CH:21]=1)[CH:17]=O.N1CCCCC1, predict the reaction product. The product is: [Br:1][C:2]1[C:10]2[S:9][C:8](=[CH:17][C:16]3[CH:19]=[CH:20][CH:21]=[C:14]([C:13]([F:12])([F:22])[F:23])[CH:15]=3)[C:7](=[O:11])[C:6]=2[CH:5]=[CH:4][CH:3]=1. (2) Given the reactants N(C1CCCC1)=C=S.[CH:9]1([NH:14][C:15]([NH2:17])=[S:16])[CH2:13][CH2:12][CH2:11][CH2:10]1.Br[CH2:19][C:20]([C:22]1[CH:30]=[CH:29][C:25]([C:26]([OH:28])=[O:27])=[CH:24][CH:23]=1)=O, predict the reaction product. The product is: [CH:9]1([NH:14][C:15]2[S:16][CH:19]=[C:20]([C:22]3[CH:30]=[CH:29][C:25]([C:26]([OH:28])=[O:27])=[CH:24][CH:23]=3)[N:17]=2)[CH2:13][CH2:12][CH2:11][CH2:10]1. (3) Given the reactants [CH2:1]([OH:4])[CH2:2][OH:3].C1(C)C=CC(S(O)(=O)=O)=CC=1.[CH2:16]([O:23][C:24]([N:26]1[CH2:31][CH2:30][CH:29]([CH:32]=O)[CH2:28][CH2:27]1)=[O:25])[C:17]1[CH:22]=[CH:21][CH:20]=[CH:19][CH:18]=1, predict the reaction product. The product is: [CH2:16]([O:23][C:24]([N:26]1[CH2:31][CH2:30][CH:29]([CH:32]2[O:4][CH2:1][CH2:2][O:3]2)[CH2:28][CH2:27]1)=[O:25])[C:17]1[CH:18]=[CH:19][CH:20]=[CH:21][CH:22]=1. (4) Given the reactants Cl[C:2]1[N:10]=[CH:9][C:8]([Cl:11])=[CH:7][C:3]=1[C:4]([OH:6])=[O:5].[CH:12]1([NH2:16])[CH2:15][CH2:14][CH2:13]1.[K].C(=O)([O-])[O-], predict the reaction product. The product is: [Cl:11][C:8]1[CH:9]=[N:10][C:2]([NH:16][CH:12]2[CH2:15][CH2:14][CH2:13]2)=[C:3]([CH:7]=1)[C:4]([OH:6])=[O:5]. (5) Given the reactants [CH3:1][O:2][C:3]([C:5]1[CH:10]=[CH:9][CH:8]=[CH:7][C:6]=1[S:11]([N:14]1[C:22]2[CH:21]=[CH:20][C:19]([C:23]([N:25]3[CH2:30][CH2:29][CH:28]([CH3:31])[CH2:27][CH2:26]3)=[O:24])=[CH:18][C:17]=2[C:16]2[CH2:32][N:33](C(OC(C)(C)C)=O)[CH2:34][CH2:35][C:15]1=2)(=[O:13])=[O:12])=[O:4].[F:43][C:44]([F:49])([F:48])[C:45]([OH:47])=[O:46], predict the reaction product. The product is: [OH:47][C:45]([C:44]([F:49])([F:48])[F:43])=[O:46].[CH3:31][CH:28]1[CH2:27][CH2:26][N:25]([C:23]([C:19]2[CH:20]=[CH:21][C:22]3[N:14]([S:11]([C:6]4[CH:7]=[CH:8][CH:9]=[CH:10][C:5]=4[C:3]([O:2][CH3:1])=[O:4])(=[O:13])=[O:12])[C:15]4[CH2:35][CH2:34][NH:33][CH2:32][C:16]=4[C:17]=3[CH:18]=2)=[O:24])[CH2:30][CH2:29]1. (6) Given the reactants [C:1]1([S:7]([C:10]2[C:18]3[C:13](=[C:14]([O:19][CH2:20][CH2:21][NH:22][CH3:23])[CH:15]=[CH:16][CH:17]=3)[NH:12][CH:11]=2)(=[O:9])=[O:8])[CH:6]=[CH:5][CH:4]=[CH:3][CH:2]=1.[ClH:24], predict the reaction product. The product is: [ClH:24].[C:1]1([S:7]([C:10]2[C:18]3[C:13](=[C:14]([O:19][CH2:20][CH2:21][NH:22][CH3:23])[CH:15]=[CH:16][CH:17]=3)[NH:12][CH:11]=2)(=[O:9])=[O:8])[CH:2]=[CH:3][CH:4]=[CH:5][CH:6]=1. (7) Given the reactants [CH3:1][O:2][C:3]1[CH:8]=[CH:7][C:6]([C:9]2[C:17]3[C:12](=[CH:13][CH:14]=[CH:15][CH:16]=3)[N:11](S(C3C=CC=CC=3)(=O)=O)[CH:10]=2)=[CH:5][CH:4]=1.C(=O)([O-])[O-].[K+].[K+], predict the reaction product. The product is: [CH3:1][O:2][C:3]1[CH:4]=[CH:5][C:6]([C:9]2[C:17]3[C:12](=[CH:13][CH:14]=[CH:15][CH:16]=3)[NH:11][CH:10]=2)=[CH:7][CH:8]=1. (8) Given the reactants [Cl:1][CH2:2][CH:3]1[C:11]2[C:10]3[CH:12]=[CH:13][C:14]([S:16]([NH2:19])(=[O:18])=[O:17])=[CH:15][C:9]=3[C:8]([N+:20]([O-:22])=[O:21])=[CH:7][C:6]=2[NH:5][CH2:4]1.[OH:23][CH2:24][CH2:25][O:26][C:27]1[CH:28]=[C:29]2[C:33](=[CH:34][CH:35]=1)[NH:32][C:31]([C:36](O)=[O:37])=[CH:30]2, predict the reaction product. The product is: [Cl:1][CH2:2][CH:3]1[C:11]2[C:10]3[CH:12]=[CH:13][C:14]([S:16]([NH2:19])(=[O:18])=[O:17])=[CH:15][C:9]=3[C:8]([N+:20]([O-:22])=[O:21])=[CH:7][C:6]=2[N:5]([C:36]([C:31]2[NH:32][C:33]3[C:29]([CH:30]=2)=[CH:28][C:27]([O:26][CH2:25][CH2:24][OH:23])=[CH:35][CH:34]=3)=[O:37])[CH2:4]1.